The task is: Predict the product of the given reaction.. This data is from Forward reaction prediction with 1.9M reactions from USPTO patents (1976-2016). (1) Given the reactants [NH2:1][C:2]1[C:3]2[N:4]([N:11]=[C:12]([C:14]3[O:15][CH:16]=[CH:17][CH:18]=3)[N:13]=2)[CH:5]=[C:6]([C:8]([OH:10])=O)[N:7]=1.[CH:19]([N:22](C(C)C)[CH2:23][CH3:24])(C)[CH3:20].CN(C(ON1N=NC2C=CC=NC1=2)=[N+](C)C)C.F[P-](F)(F)(F)(F)F.C(NCC)C, predict the reaction product. The product is: [CH2:19]([N:22]([CH2:23][CH3:24])[C:8]([C:6]1[N:7]=[C:2]([NH2:1])[C:3]2[N:4]([N:11]=[C:12]([C:14]3[O:15][CH:16]=[CH:17][CH:18]=3)[N:13]=2)[CH:5]=1)=[O:10])[CH3:20]. (2) Given the reactants [OH:1][C:2]1[CH:7]=[CH:6][C:5]([CH:8]([C:19]([NH:21][C:22]2[CH:23]=[C:24]3[C:29](=[CH:30][CH:31]=2)[CH:28]=[N:27][CH:26]=[CH:25]3)=[O:20])[CH2:9][CH2:10][NH:11]C(=O)OC(C)(C)C)=[CH:4][CH:3]=1.[ClH:32], predict the reaction product. The product is: [ClH:32].[ClH:32].[NH2:11][CH2:10][CH2:9][CH:8]([C:5]1[CH:4]=[CH:3][C:2]([OH:1])=[CH:7][CH:6]=1)[C:19]([NH:21][C:22]1[CH:23]=[C:24]2[C:29](=[CH:30][CH:31]=1)[CH:28]=[N:27][CH:26]=[CH:25]2)=[O:20]. (3) Given the reactants [NH2:1][C:2]1[CH:10]=[C:9]([Cl:11])[CH:8]=[CH:7][C:3]=1[C:4]([OH:6])=[O:5].[Br:12]Br, predict the reaction product. The product is: [NH2:1][C:2]1[CH:10]=[C:9]([Cl:11])[C:8]([Br:12])=[CH:7][C:3]=1[C:4]([OH:6])=[O:5]. (4) Given the reactants [O:1]1[C:5]2[CH:6]=[CH:7][CH:8]=[CH:9][C:4]=2[N:3]=[C:2]1[N:10]([CH2:23][C:24]1[CH:29]=[CH:28][CH:27]=[C:26]([OH:30])[CH:25]=1)[CH2:11][CH2:12][CH2:13][O:14][C:15]1[CH:20]=[CH:19][C:18]([O:21][CH3:22])=[CH:17][CH:16]=1.C(=O)([O-])[O-].[K+].[K+].FC(F)(F)S(O[C@@H:43]([CH2:54][CH3:55])[C:44]([O:46][CH2:47][C:48]1[CH:53]=[CH:52][CH:51]=[CH:50][CH:49]=1)=[O:45])(=O)=O.C(OCC)(=O)C, predict the reaction product. The product is: [O:1]1[C:5]2[CH:6]=[CH:7][CH:8]=[CH:9][C:4]=2[N:3]=[C:2]1[N:10]([CH2:23][C:24]1[CH:25]=[C:26]([CH:27]=[CH:28][CH:29]=1)[O:30][C@H:43]([CH2:54][CH3:55])[C:44]([O:46][CH2:47][C:48]1[CH:53]=[CH:52][CH:51]=[CH:50][CH:49]=1)=[O:45])[CH2:11][CH2:12][CH2:13][O:14][C:15]1[CH:20]=[CH:19][C:18]([O:21][CH3:22])=[CH:17][CH:16]=1. (5) Given the reactants [Cl:1][C:2]1[CH:7]=[CH:6][C:5]([C:8]2[C:9]3[C:21]([CH3:22])=[C:20]([CH3:23])[S:19][C:10]=3[NH:11][C:12](=O)[C@@:13]3([CH2:16][C@H:15]3[CH3:17])[N:14]=2)=[CH:4][CH:3]=1.C1(C)C=CC=CC=1.COC1C=CC(P2(SP(C3C=CC(OC)=CC=3)(=S)S2)=S)=CC=1.[NH2:53][NH2:54], predict the reaction product. The product is: [Cl:1][C:2]1[CH:7]=[CH:6][C:5]([C:8]2[C:9]3[C:21]([CH3:22])=[C:20]([CH3:23])[S:19][C:10]=3[NH:11][C:12](=[N:53][NH2:54])[C@@:13]3([CH2:16][C@H:15]3[CH3:17])[N:14]=2)=[CH:4][CH:3]=1. (6) Given the reactants [Cl:1][C:2]1[CH:3]=[C:4]([CH:8]=[CH:9][CH:10]=1)[C:5](=[NH:7])[NH2:6].[CH3:11][O-:12].[Na+], predict the reaction product. The product is: [Cl:1][C:2]1[CH:3]=[C:4]([C:5]2[NH:6][C:11](=[O:12])[C:10]3[CH2:9][CH2:8][CH2:4][CH2:3][C:2]=3[N:7]=2)[CH:8]=[CH:9][CH:10]=1. (7) Given the reactants CO[C:3]([C:5]1[N:6]=[C:7]([C:25]#[N:26])[C:8]2[C:13]([C:14]=1[OH:15])=[CH:12][CH:11]=[C:10]([O:16][C:17]1[CH:22]=[CH:21][C:20]([O:23][CH3:24])=[CH:19][CH:18]=1)[CH:9]=2)=[O:4].[C:27]([O:31][C:32](=[O:38])[C:33]([CH3:37])([CH3:36])[CH2:34][NH2:35])([CH3:30])([CH3:29])[CH3:28], predict the reaction product. The product is: [C:27]([O:31][C:32](=[O:38])[C:33]([CH3:37])([CH3:36])[CH2:34][NH:35][C:3]([C:5]1[N:6]=[C:7]([C:25]#[N:26])[C:8]2[C:13]([C:14]=1[OH:15])=[CH:12][CH:11]=[C:10]([O:16][C:17]1[CH:18]=[CH:19][C:20]([O:23][CH3:24])=[CH:21][CH:22]=1)[CH:9]=2)=[O:4])([CH3:30])([CH3:28])[CH3:29]. (8) Given the reactants [CH3:1][O:2][C:3](=[O:22])[CH2:4][C:5]1[CH:10]=[CH:9][C:8]([CH:11]2[CH2:13][CH2:12]2)=[C:7]([O:14][Si](C(C)(C)C)(C)C)[CH:6]=1.CCCC[N+](CCCC)(CCCC)CCCC.[F-].Cl, predict the reaction product. The product is: [CH3:1][O:2][C:3](=[O:22])[CH2:4][C:5]1[CH:10]=[CH:9][C:8]([CH:11]2[CH2:12][CH2:13]2)=[C:7]([OH:14])[CH:6]=1.